This data is from Full USPTO retrosynthesis dataset with 1.9M reactions from patents (1976-2016). The task is: Predict the reactants needed to synthesize the given product. (1) The reactants are: [CH3:1][C:2]1[C:11]2[C:6](=[CH:7][CH:8]=[CH:9][CH:10]=2)[C:5]([C:12]2[C:25]3[C:26]4=[C:27]5[C:22](=[CH:23][CH:24]=3)[CH:21]=[CH:20][C:19]([C:28]3[C:37]6[C:32](=[CH:33][CH:34]=[CH:35][CH:36]=6)[C:31]([CH3:38])=[CH:30][CH:29]=3)=[C:18]5[CH:17]=[CH:16][C:15]4=[C:14]([C:39]3[C:48]4[C:43](=[CH:44][CH:45]=[CH:46][CH:47]=4)[C:42]([CH3:49])=[CH:41][CH:40]=3)[CH:13]=2)=[CH:4][CH:3]=1.[Br:50]N1C(=O)CCC1=O.CN(C)C=O. Given the product [Br:50][C:21]1[C:22]2[C:27]3=[C:26]4[C:25](=[CH:24][CH:23]=2)[C:12]([C:5]2[C:6]5[C:11](=[CH:10][CH:9]=[CH:8][CH:7]=5)[C:2]([CH3:1])=[CH:3][CH:4]=2)=[CH:13][C:14]([C:39]2[C:48]5[C:43](=[CH:44][CH:45]=[CH:46][CH:47]=5)[C:42]([CH3:49])=[CH:41][CH:40]=2)=[C:15]4[CH:16]=[CH:17][C:18]3=[C:19]([C:28]2[C:37]3[C:32](=[CH:33][CH:34]=[CH:35][CH:36]=3)[C:31]([CH3:38])=[CH:30][CH:29]=2)[CH:20]=1, predict the reactants needed to synthesize it. (2) Given the product [CH3:53][N:54]([CH3:59])[CH2:55][CH2:56][CH2:57][O:1][C:2]1[C:3]([O:32][CH3:33])=[CH:4][C:5]2[N:9]=[CH:8][N:7]([C:10]3[S:14][C:13]([C:15]([O:17][CH3:18])=[O:16])=[C:12]([O:19][CH2:20][C:21]4[CH:26]=[CH:25][CH:24]=[CH:23][C:22]=4[C:27]([F:30])([F:29])[F:28])[CH:11]=3)[C:6]=2[CH:31]=1, predict the reactants needed to synthesize it. The reactants are: [OH:1][C:2]1[C:3]([O:32][CH3:33])=[CH:4][C:5]2[N:9]=[CH:8][N:7]([C:10]3[S:14][C:13]([C:15]([O:17][CH3:18])=[O:16])=[C:12]([O:19][CH2:20][C:21]4[CH:26]=[CH:25][CH:24]=[CH:23][C:22]=4[C:27]([F:30])([F:29])[F:28])[CH:11]=3)[C:6]=2[CH:31]=1.C1(P(C2C=CC=CC=2)C2C=CC=CC=2)C=CC=CC=1.[CH3:53][N:54]([CH3:59])[CH2:55][CH2:56][CH2:57]O.N(C(OCC)=O)=NC(OCC)=O. (3) Given the product [CH2:1]([C:3]1[NH:12][C:6]2=[N:7][CH:8]=[C:9]([NH:11][C:16](=[O:17])[C:15]3[C:19]([F:30])=[CH:20][CH:21]=[C:22]([NH:23][S:24]([CH2:27][CH2:28][CH3:29])(=[O:26])=[O:25])[C:14]=3[F:13])[CH:10]=[C:5]2[CH:4]=1)[CH3:2], predict the reactants needed to synthesize it. The reactants are: [CH2:1]([C:3]1[NH:12][C:6]2=[N:7][CH:8]=[C:9]([NH2:11])[CH:10]=[C:5]2[CH:4]=1)[CH3:2].[F:13][C:14]1[C:22]([NH:23][S:24]([CH2:27][CH2:28][CH3:29])(=[O:26])=[O:25])=[CH:21][CH:20]=[C:19]([F:30])[C:15]=1[C:16](O)=[O:17].CCN=C=NCCCN(C)C.C1C=CC2N(O)N=NC=2C=1. (4) Given the product [Cl:50][C:51]1[CH:56]=[CH:55][CH:54]=[CH:53][C:52]=1[C:57]([F:61])([F:62])[C:58]([NH:6][CH2:7][C:8]1[CH:9]=[C:10]2[C:14](=[CH:15][CH:16]=1)[C:13](=[O:17])[N:12]([CH:18]1[CH2:23][CH2:22][C:21](=[O:24])[NH:20][C:19]1=[O:25])[CH2:11]2)=[O:59], predict the reactants needed to synthesize it. The reactants are: CS(O)(=O)=O.[NH2:6][CH2:7][C:8]1[CH:9]=[C:10]2[C:14](=[CH:15][CH:16]=1)[C:13](=[O:17])[N:12]([CH:18]1[CH2:23][CH2:22][C:21](=[O:24])[NH:20][C:19]1=[O:25])[CH2:11]2.CN(C(ON1N=NC2C=CC=NC1=2)=[N+](C)C)C.F[P-](F)(F)(F)(F)F.[Cl:50][C:51]1[CH:56]=[CH:55][CH:54]=[CH:53][C:52]=1[C:57]([F:62])([F:61])[C:58](O)=[O:59].C(N(C(C)C)C(C)C)C. (5) Given the product [C:19]([CH:9]([C:10]([O:12][CH2:13][CH3:14])=[O:11])[C:8]([O:16][CH2:17][CH3:18])=[O:15])(=[O:22])[CH2:20][CH3:21], predict the reactants needed to synthesize it. The reactants are: [O-]CC.[Mg+2].[O-]CC.[C:8]([O:16][CH2:17][CH3:18])(=[O:15])[CH2:9][C:10]([O:12][CH2:13][CH3:14])=[O:11].[C:19](Cl)(=[O:22])[CH2:20][CH3:21].Cl.C([O-])(O)=O.[Na+].